Dataset: B-cell epitopes from IEDB database with 3,159 antigens for binding position prediction. Task: Token-level Classification. Given an antigen amino acid sequence, predict which amino acid positions are active epitope sites capable of antibody binding. Output is a list of indices for active positions. (1) Given the antigen sequence: MKLLIVLTCISLCSCIRTVVQRCASNKPHVLEDPCKVQH, which amino acid positions are active epitope sites? The epitope positions are: [30, 31, 32, 33, 34, 35, 36]. The amino acids at these positions are: LEDPCKV. (2) The epitope positions are: [177, 178, 179, 180, 181, 182, 183, 184, 185, 186, 187, 188, 189, 190, 191]. The amino acids at these positions are: ENAYEYLKHNGLETE. Given the antigen sequence: MRCFVLAVLTVGVYASNDDLWHQWKRIYNKEYNGADDEHRRNIWGKNVKHIQEHNLRHDLGLVTYKLGLNQFTDLTFEEFKAKYLIEIPRSSELLSRGIPFKANKLAVPESIDWRDYYYVTEVKNQGQCGSCWAFSTTGAVEGQFRKNERASASFSEQQLVDCPRDLGNYGCGGGYMENAYEYLKHNGLETESYYPYQAVEGPCQYDGRLAYAKVTGYYTVHSGDEIELKNLVGTEGPAAVALDADSDFMMYQSGIYQSQTCLPDRLTHAVLAVGYGSQDGTDYWIVKNSWGTWWGEDGYIRFARNRGNMCGIASLASVPMVARFP, which amino acid positions are active epitope sites? (3) Given the antigen sequence: MSGRGKGGKGLGKGGAKRHRKVLRDNIQGITKPAIRRLARRGGVKRISGLIYEETRGVLKVFLENVIRDAVTYTEHAKRKTVTAMDVVYALKRQGRTLYGFGG, which amino acid positions are active epitope sites? The epitope positions are: [44, 45, 46, 47, 48, 49, 50, 51, 52, 53, 54, 55, 56, 57, 58]. The amino acids at these positions are: KRISGLIYEETRGVL.